This data is from Forward reaction prediction with 1.9M reactions from USPTO patents (1976-2016). The task is: Predict the product of the given reaction. (1) Given the reactants [NH2:1][C:2]1[CH:3]=[C:4]([C:8](=[O:41])[CH2:9][N:10]2[C:19](=[O:20])[C:18]3[N:17]([CH2:21][CH:22]=[C:23]([CH3:25])[CH3:24])[C:16]([N:26]4[CH2:31][CH2:30][CH2:29][CH:28]([NH:32][C:33]([O:35][C:36]([CH3:39])([CH3:38])[CH3:37])=[O:34])[CH2:27]4)=[N:15][C:14]=3[N:13]([CH3:40])[C:11]2=[O:12])[CH:5]=[CH:6][CH:7]=1.Cl[C:43]([O:45][CH3:46])=[O:44].C(N(CC)CC)C, predict the reaction product. The product is: [CH3:46][O:45][C:43]([NH:1][C:2]1[CH:3]=[C:4]([C:8](=[O:41])[CH2:9][N:10]2[C:19](=[O:20])[C:18]3[N:17]([CH2:21][CH:22]=[C:23]([CH3:25])[CH3:24])[C:16]([N:26]4[CH2:31][CH2:30][CH2:29][CH:28]([NH:32][C:33]([O:35][C:36]([CH3:39])([CH3:38])[CH3:37])=[O:34])[CH2:27]4)=[N:15][C:14]=3[N:13]([CH3:40])[C:11]2=[O:12])[CH:5]=[CH:6][CH:7]=1)=[O:44]. (2) Given the reactants [C:1]1([CH3:24])[CH:6]=[C:5]([CH3:7])[CH:4]=[C:3]([CH3:8])[C:2]=1[C:9]1[C:10]2[C:15]([N+:16]([CH3:23])=[C:17]3[C:22]=1[CH:21]=[CH:20][CH:19]=[CH:18]3)=[CH:14][CH:13]=[CH:12][CH:11]=2.[Br-].C1(C)C=C(C)C=C(C)C=1.[Mg].CN1C2C(=CC=CC=2)C(=O)C2C=CC=CC1=2.[Cl:52]([OH:56])(=[O:55])(=[O:54])=[O:53], predict the reaction product. The product is: [Cl:52]([O-:56])(=[O:55])(=[O:54])=[O:53].[C:1]1([CH3:24])[CH:6]=[C:5]([CH3:7])[CH:4]=[C:3]([CH3:8])[C:2]=1[C:9]1[C:10]2[C:15]([N+:16]([CH3:23])=[C:17]3[C:22]=1[CH:21]=[CH:20][CH:19]=[CH:18]3)=[CH:14][CH:13]=[CH:12][CH:11]=2. (3) Given the reactants [Br:1][C:2]1[CH:3]=[C:4]([S:20][C:21]2[CH:26]=[CH:25][CH:24]=[CH:23][CH:22]=2)[C:5]([NH:8][C:9]2[S:10][CH:11]=[C:12]([CH2:14][CH2:15][C:16]([O:18]C)=[O:17])[N:13]=2)=[N:6][CH:7]=1.O.[OH-].[Na+], predict the reaction product. The product is: [Br:1][C:2]1[CH:3]=[C:4]([S:20][C:21]2[CH:26]=[CH:25][CH:24]=[CH:23][CH:22]=2)[C:5]([NH:8][C:9]2[S:10][CH:11]=[C:12]([CH2:14][CH2:15][C:16]([OH:18])=[O:17])[N:13]=2)=[N:6][CH:7]=1. (4) Given the reactants Cl[C:2]1[N:3]=[C:4]([N:22]2[CH2:27][CH2:26][O:25][CH2:24][CH2:23]2)[C:5]2[S:10][C:9]([CH2:11][N:12]3[CH2:17][CH2:16][N:15]([S:18]([CH3:21])(=[O:20])=[O:19])[CH2:14][CH2:13]3)=[CH:8][C:6]=2[N:7]=1.CS(N1[CH2:37][CH2:36][NH:35][CH2:34][CH2:33]1)(=O)=O, predict the reaction product. The product is: [NH:35]1[C:36]2[C:37](=[C:4]([C:2]3[N:3]=[C:4]([N:22]4[CH2:27][CH2:26][O:25][CH2:24][CH2:23]4)[C:5]4[S:10][C:9]([CH2:11][N:12]5[CH2:17][CH2:16][N:15]([S:18]([CH3:21])(=[O:20])=[O:19])[CH2:14][CH2:13]5)=[CH:8][C:6]=4[N:7]=3)[CH:5]=[CH:6][CH:8]=2)[CH:33]=[CH:34]1.